From a dataset of Cav3 T-type calcium channel HTS with 100,875 compounds. Binary Classification. Given a drug SMILES string, predict its activity (active/inactive) in a high-throughput screening assay against a specified biological target. (1) The molecule is Fc1cc(CCNC(=O)C2CCCN(C2)c2nc(cc(n2)C)C)ccc1. The result is 0 (inactive). (2) The result is 0 (inactive). The compound is S(c1n(c2ncccc2n1)C)CC(=O)Nc1cc(ccc1)C(OC)=O. (3) The molecule is BrCCNC(=O)N1C(CC23C(N(c4c3cccc4)C)C(=C(N=C12)C(OC)=O)C(OC)=O)CO. The result is 0 (inactive). (4) The drug is S(c1nc(=S)n(c(c1C(=O)C)C)c1ccccc1)CC. The result is 0 (inactive). (5) The drug is n1(C2CCCC2)c(N)c(c2nc3c(nc12)cccc3)c1n(c2c(n1)cccc2)C. The result is 0 (inactive). (6) The molecule is Brc1ccc(C2CC(OC(=C2)C(=O)Nc2ccccc2)OCc2ccc(cc2)CO)cc1. The result is 0 (inactive).